This data is from Forward reaction prediction with 1.9M reactions from USPTO patents (1976-2016). The task is: Predict the product of the given reaction. (1) Given the reactants [CH2:1]([N:3]1[CH2:25][CH2:24][C:6]2[N:7]([CH2:14][CH:15]([C:17]3[CH:22]=[CH:21][C:20]([CH3:23])=[CH:19][CH:18]=3)O)[C:8]3[CH:9]=[CH:10][CH:11]=[CH:12][C:13]=3[C:5]=2[CH2:4]1)[CH3:2].S(=O)(=O)(O)O.[OH-].[K+], predict the reaction product. The product is: [CH2:1]([N:3]1[CH2:25][CH2:24][C:6]2[N:7]([CH:14]=[CH:15][C:17]3[CH:22]=[CH:21][C:20]([CH3:23])=[CH:19][CH:18]=3)[C:8]3[CH:9]=[CH:10][CH:11]=[CH:12][C:13]=3[C:5]=2[CH2:4]1)[CH3:2]. (2) Given the reactants [Cl:1][C:2]1[CH:7]=[CH:6][C:5]([C:8]2[CH:12]=[C:11]([CH3:13])[NH:10][N:9]=2)=[CH:4][CH:3]=1.[H-].[Na+].[CH3:16][O:17][C:18](=[O:25])[CH2:19][CH2:20][C:21](=[O:24])[CH2:22]Br.O, predict the reaction product. The product is: [CH3:16][O:17][C:18](=[O:25])[CH2:19][CH2:20][C:21](=[O:24])[CH2:22][N:10]1[C:11]([CH3:13])=[CH:12][C:8]([C:5]2[CH:4]=[CH:3][C:2]([Cl:1])=[CH:7][CH:6]=2)=[N:9]1.